This data is from CYP1A2 inhibition data for predicting drug metabolism from PubChem BioAssay. The task is: Regression/Classification. Given a drug SMILES string, predict its absorption, distribution, metabolism, or excretion properties. Task type varies by dataset: regression for continuous measurements (e.g., permeability, clearance, half-life) or binary classification for categorical outcomes (e.g., BBB penetration, CYP inhibition). Dataset: cyp1a2_veith. (1) The result is 1 (inhibitor). The drug is O=C(c1ccc(S(=O)(=O)N2CCCCCC2)cc1)N1CCC(CN2C(=O)c3cccc4cccc(c34)C2=O)CC1. (2) The molecule is COc1cc(C2C(C#N)=C(N)N(c3sc4c(c3C#N)CCCC4)C3=C2C(=O)CC(C)(C)C3)cc(OC)c1OC. The result is 0 (non-inhibitor). (3) The drug is CN1CCN(c2ncc3ncc(=O)n(C4CC4)c3n2)CC1. The result is 1 (inhibitor). (4) The compound is N/C(=N\c1nc2ccccc2o1)NC(=O)c1ccccc1F. The result is 1 (inhibitor). (5) The molecule is Cn1c(=O)c(-c2cc(F)cc(F)c2)nc2cncnc21. The result is 1 (inhibitor). (6) The drug is CN(Cc1ccco1)c1ccnc(-c2ccccc2C(F)(F)F)n1. The result is 1 (inhibitor). (7) The molecule is O=C(NCCN1CCOCC1)c1ccc(Cl)cc1[N+](=O)[O-]. The result is 0 (non-inhibitor).